This data is from Full USPTO retrosynthesis dataset with 1.9M reactions from patents (1976-2016). The task is: Predict the reactants needed to synthesize the given product. Given the product [C:1]([C:3]1[CH:4]=[C:5]([S:9]([O-:12])(=[O:11])=[O:10])[CH:6]=[CH:7][CH:8]=1)(=[S:20])[NH2:2].[NH+:13]1[CH:18]=[CH:17][CH:16]=[CH:15][CH:14]=1, predict the reactants needed to synthesize it. The reactants are: [C:1]([C:3]1[CH:4]=[C:5]([S:9]([O-:12])(=[O:11])=[O:10])[CH:6]=[CH:7][CH:8]=1)#[N:2].[NH+:13]1[CH:18]=[CH:17][CH:16]=[CH:15][CH:14]=1.P12(SP3(SP(SP(S3)(S1)=S)(=S)S2)=S)=[S:20].[NH+]1C=CC=CC=1.